Task: Predict the reaction yield, written as a fraction of the theoretical maximum amount of product (1.0 means a 100% yield; for example, 0.34 means a 34% yield).. Dataset: Reaction yield outcomes from USPTO patents with 853,638 reactions (1) The reactants are [OH:1][C:2]1[C:3](=[O:16])[CH:4]=[C:5]([CH2:8][O:9][CH:10]2[CH2:15][CH2:14][CH2:13][CH2:12][O:11]2)[O:6][CH:7]=1.C([O-])([O-])=O.[Cs+].[Cs+].[Br:23][CH2:24][CH2:25][CH2:26][CH2:27][CH2:28]Br. The catalyst is CN(C=O)C. The product is [Br:23][CH2:24][CH2:25][CH2:26][CH2:27][CH2:28][O:1][C:2]1[C:3](=[O:16])[CH:4]=[C:5]([CH2:8][O:9][CH:10]2[CH2:15][CH2:14][CH2:13][CH2:12][O:11]2)[O:6][CH:7]=1. The yield is 0.910. (2) The reactants are N(C(OC(C)(C)C)=O)[C@H](C(O)=O)C(C)C.CN1CCOCC1.[CH2:23]([O:27][C:28]([Cl:30])=[O:29])[CH:24]([CH3:26])[CH3:25].Cl.[NH2:32][C:33]1[C:34]([O:57][CH2:58][CH3:59])=[CH:35][CH:36]=[C:37]2[C:42]=1[CH:41]=[N:40][CH:39]=[C:38]2[C:43]([C:45]1[CH:50]=[C:49]([O:51][CH3:52])[C:48]([O:53][CH3:54])=[C:47]([O:55][CH3:56])[CH:46]=1)=[O:44]. The catalyst is C1COCC1.C(Cl)Cl. The product is [ClH:30].[CH2:58]([O:57][C:34]1[C:33]([NH:32][C:28](=[O:29])[O:27][CH2:23][CH:24]([CH3:26])[CH3:25])=[C:42]2[C:37]([C:38]([C:43](=[O:44])[C:45]3[CH:50]=[C:49]([O:51][CH3:52])[C:48]([O:53][CH3:54])=[C:47]([O:55][CH3:56])[CH:46]=3)=[CH:39][N:40]=[CH:41]2)=[CH:36][CH:35]=1)[CH3:59]. The yield is 0.260. (3) The reactants are [CH2:1]([O:3][C@H:4]1[CH2:9][CH2:8][C@H:7]([N:10]2[CH2:15][CH2:14][CH:13]([NH:16][C:17]3[C:18]([NH2:25])=[CH:19][C:20]([F:24])=[C:21]([CH3:23])[CH:22]=3)[CH2:12][CH2:11]2)[CH2:6][CH2:5]1)[CH3:2].C(N(C(C)C)CC)(C)C.[Cl:35][C:36](Cl)([O:38]C(=O)OC(Cl)(Cl)Cl)Cl.C([O-])(O)=O.[Na+]. The catalyst is ClCCl.O. The product is [ClH:35].[CH2:1]([O:3][C@H:4]1[CH2:9][CH2:8][C@H:7]([N:10]2[CH2:11][CH2:12][CH:13]([N:16]3[C:17]4[CH:22]=[C:21]([CH3:23])[C:20]([F:24])=[CH:19][C:18]=4[NH:25][C:36]3=[O:38])[CH2:14][CH2:15]2)[CH2:6][CH2:5]1)[CH3:2]. The yield is 0.720. (4) The reactants are [Cl:1][C:2]1[CH:3]=[C:4]([CH:19]=[CH:20][CH:21]=1)[C:5]([NH:7][N:8]=[C:9]([C:13]1[CH:18]=[CH:17][CH:16]=[CH:15][CH:14]=1)[CH:10]=[N:11][OH:12])=[O:6].[C:22]1(C)C=CC=C[CH:23]=1.BrCC. The catalyst is [OH-].[Na+].[Br-].C([N+](CCCC)(CCCC)CCCC)CCC. The product is [Cl:1][C:2]1[CH:3]=[C:4]([CH:19]=[CH:20][CH:21]=1)[C:5]([NH:7][N:8]=[C:9]([C:13]1[CH:14]=[CH:15][CH:16]=[CH:17][CH:18]=1)[CH:10]=[N:11][O:12][CH2:22][CH3:23])=[O:6]. The yield is 0.0700. (5) The reactants are Br[C:2]1[CH:3]=[CH:4][C:5](OCCCCCCC)=[C:6]([CH:38]=1)[C:7]([NH:9][C@@H:10]([CH2:14][C:15]1[CH:20]=[CH:19][C:18]([C:21]2[CH:26]=[CH:25][CH:24]=[CH:23][C:22]=2OC2C=CC(C(F)(F)F)=CC=2)=[CH:17][CH:16]=1)[C:11]([OH:13])=[O:12])=[O:8].[F:47][C:48]([F:59])([F:58])[C:49]1[CH:54]=[CH:53][C:52](B(O)O)=[CH:51][CH:50]=1. No catalyst specified. The product is [C:18]1([C:21]2[CH:22]=[CH:23][CH:24]=[CH:25][CH:26]=2)[CH:19]=[CH:20][C:15]([CH2:14][C@H:10]([NH:9][C:7]([C:6]2[CH:5]=[CH:4][C:3]([C:52]3[CH:53]=[CH:54][C:49]([C:48]([F:59])([F:58])[F:47])=[CH:50][CH:51]=3)=[CH:2][CH:38]=2)=[O:8])[C:11]([OH:13])=[O:12])=[CH:16][CH:17]=1. The yield is 0.850. (6) The reactants are [C:1]([C:3]1[C:4]([C:24]2[CH:29]=[CH:28][C:27]([CH3:30])=[CH:26][CH:25]=2)=[C:5]([C:14]([NH:16][C@H:17]([C:20]([O:22][CH3:23])=[O:21])[CH2:18]O)=[O:15])[C:6]([CH3:13])=[N:7][C:8]=1[CH2:9][CH:10]([CH3:12])[CH3:11])#[N:2].C(N(S(F)(F)F)CC)C.C(=O)([O-])[O-].[K+].[K+]. The catalyst is ClCCl.C(OCC)(=O)C. The product is [C:1]([C:3]1[C:4]([C:24]2[CH:25]=[CH:26][C:27]([CH3:30])=[CH:28][CH:29]=2)=[C:5]([C:14]2[O:15][CH2:18][CH:17]([C:20]([O:22][CH3:23])=[O:21])[N:16]=2)[C:6]([CH3:13])=[N:7][C:8]=1[CH2:9][CH:10]([CH3:11])[CH3:12])#[N:2]. The yield is 0.690. (7) The reactants are [F:1][C:2]1[CH:7]=[CH:6][CH:5]=[CH:4][C:3]=1[N:8]1[C:12]([C:13]2[CH:18]=[CH:17][CH:16]=[CH:15][C:14]=2[C:19]2[CH:24]=[CH:23][CH:22]=[CH:21][C:20]=2[OH:25])=[N:11][N:10]=[N:9]1.[F:26][C:27]([F:39])([F:38])OC1C=CC=CC=1B(O)O. No catalyst specified. The product is [F:1][C:2]1[CH:7]=[CH:6][CH:5]=[CH:4][C:3]=1[N:8]1[C:12]([C:13]2[CH:18]=[CH:17][CH:16]=[CH:15][C:14]=2[C:19]2[CH:24]=[CH:23][CH:22]=[CH:21][C:20]=2[O:25][C:27]([F:39])([F:38])[F:26])=[N:11][N:10]=[N:9]1. The yield is 0.370.